Dataset: Forward reaction prediction with 1.9M reactions from USPTO patents (1976-2016). Task: Predict the product of the given reaction. Given the reactants [CH3:1][S:2]([CH2:5][C:6]([CH3:8])=O)(=[O:4])=[O:3].[C:9]1([CH3:17])[CH:14]=[CH:13][C:12]([CH:15]=O)=[CH:11][CH:10]=1.N1CCCCC1.C(O)(=O)C.[NH2:28][C:29]([CH2:33][CH:34]([CH3:36])[CH3:35])=[CH:30][C:31]#[N:32], predict the reaction product. The product is: [CH2:33]([C:29]1[NH:28][C:6]([CH3:8])=[C:5]([S:2]([CH3:1])(=[O:4])=[O:3])[CH:15]([C:12]2[CH:13]=[CH:14][C:9]([CH3:17])=[CH:10][CH:11]=2)[C:30]=1[C:31]#[N:32])[CH:34]([CH3:36])[CH3:35].